Task: Predict the product of the given reaction.. Dataset: Forward reaction prediction with 1.9M reactions from USPTO patents (1976-2016) (1) Given the reactants Br[CH2:2][C:3]([C:5]1[CH:10]=[CH:9][C:8]([F:11])=[C:7]([C:12]([F:15])([F:14])[F:13])[CH:6]=1)=[O:4].C(OC(=O)C)C.[N:22]12CN3CN(CN(C3)C1)C2.C(O)C.[ClH:35], predict the reaction product. The product is: [ClH:35].[NH2:22][CH2:2][C:3]([C:5]1[CH:10]=[CH:9][C:8]([F:11])=[C:7]([C:12]([F:15])([F:14])[F:13])[CH:6]=1)=[O:4]. (2) Given the reactants [CH2:1]([O:3][C:4](=[O:19])/[CH:5]=[CH:6]/[C:7]1[C:12]([C:13]([O:15][CH3:16])=[O:14])=[CH:11][N:10]=[C:9]([O:17][CH3:18])[CH:8]=1)[CH3:2], predict the reaction product. The product is: [CH2:1]([O:3][C:4](=[O:19])[CH2:5][CH2:6][C:7]1[C:12]([C:13]([O:15][CH3:16])=[O:14])=[CH:11][N:10]=[C:9]([O:17][CH3:18])[CH:8]=1)[CH3:2]. (3) Given the reactants [Cl:1][C:2]1[CH:3]=[CH:4][C:5]([C:40]#[N:41])=[C:6]([C:8]2[C:13]([O:14][CH3:15])=[CH:12][N:11]([CH:16]([CH2:31][C:32]3([CH3:38])[CH2:37][CH2:36][O:35][CH2:34][CH2:33]3)[C:17]([NH:19][C:20]3[CH:30]=[CH:29][C:23]([C:24]([O:26]CC)=[O:25])=[CH:22][CH:21]=3)=[O:18])[C:10](=[O:39])[CH:9]=2)[CH:7]=1.C(=O)([O-])[O-].[Cs+].[Cs+], predict the reaction product. The product is: [Cl:1][C:2]1[CH:3]=[CH:4][C:5]([C:40]#[N:41])=[C:6]([C:8]2[C:13]([O:14][CH3:15])=[CH:12][N:11]([CH:16]([CH2:31][C:32]3([CH3:38])[CH2:37][CH2:36][O:35][CH2:34][CH2:33]3)[C:17]([NH:19][C:20]3[CH:30]=[CH:29][C:23]([C:24]([OH:26])=[O:25])=[CH:22][CH:21]=3)=[O:18])[C:10](=[O:39])[CH:9]=2)[CH:7]=1. (4) The product is: [CH3:17][C:14]1([CH3:18])[CH2:15][O:16][B:11]([C:2]2[CH:10]=[CH:9][N:8]=[C:7]3[NH:6][CH:5]=[CH:4][C:3]=23)[O:12][CH2:13]1. Given the reactants I[C:2]1[CH:10]=[CH:9][N:8]=[C:7]2[C:3]=1[CH:4]=[CH:5][NH:6]2.[B:11]1([B:11]2[O:16][CH2:15][C:14]([CH3:18])([CH3:17])[CH2:13][O:12]2)[O:16][CH2:15][C:14]([CH3:18])([CH3:17])[CH2:13][O:12]1.C([O-])(=O)C.[K+], predict the reaction product. (5) Given the reactants [C:1]([O:5][C:6](=[O:16])[NH:7][C:8]1[S:9][C:10]([CH2:14]O)=[C:11]([CH3:13])[N:12]=1)([CH3:4])([CH3:3])[CH3:2].C(Br)(Br)(Br)[Br:18], predict the reaction product. The product is: [C:1]([O:5][C:6](=[O:16])[NH:7][C:8]1[S:9][C:10]([CH2:14][Br:18])=[C:11]([CH3:13])[N:12]=1)([CH3:4])([CH3:3])[CH3:2]. (6) The product is: [Cl:38][C:35]1[CH:36]=[CH:37][C:32]([CH2:31][C@@H:27]([NH:26][C:24](=[O:25])[O:23][C:19]([CH3:20])([CH3:21])[CH3:22])[C:28]([N:16]2[CH2:17][CH2:18][N:13]([C:11]3[C:12]4[C@@H:4]([CH3:3])[S:5][CH2:6][C:7]=4[N:8]=[CH:9][N:10]=3)[CH2:14][CH2:15]2)=[O:29])=[CH:33][C:34]=1[F:39]. Given the reactants Cl.Cl.[CH3:3][C@@H:4]1[C:12]2[C:11]([N:13]3[CH2:18][CH2:17][NH:16][CH2:15][CH2:14]3)=[N:10][CH:9]=[N:8][C:7]=2[CH2:6][S:5]1.[C:19]([O:23][C:24]([NH:26][C@H:27]([CH2:31][C:32]1[CH:37]=[CH:36][C:35]([Cl:38])=[C:34]([F:39])[CH:33]=1)[C:28](O)=[O:29])=[O:25])([CH3:22])([CH3:21])[CH3:20].CN(C(ON1N=NC2C=CC=CC1=2)=[N+](C)C)C.F[P-](F)(F)(F)(F)F, predict the reaction product. (7) Given the reactants Br[C:2]1[CH:3]=[CH:4][C:5]([O:16][CH3:17])=[C:6]([CH:15]=1)[CH2:7][CH:8]1[CH2:12][O:11][C:10]([CH3:14])([CH3:13])[O:9]1.C(=O)([O-])[O-].[Na+].[Na+].COCCOC.[N:30]1[CH:35]=[CH:34][C:33](B(O)O)=[CH:32][CH:31]=1, predict the reaction product. The product is: [CH3:13][C:10]1([CH3:14])[O:9][CH:8]([CH2:7][C:6]2[CH:15]=[C:2]([C:33]3[CH:34]=[CH:35][N:30]=[CH:31][CH:32]=3)[CH:3]=[CH:4][C:5]=2[O:16][CH3:17])[CH2:12][O:11]1. (8) Given the reactants [NH2:1][C:2]1[C:3]([C:11]([OH:13])=[O:12])=[CH:4][C:5]2[O:9][CH2:8][O:7][C:6]=2[CH:10]=1.[CH:14](=O)[CH:15]([CH3:17])[CH3:16].C(O)(=O)C.C(O[BH-](OC(=O)C)OC(=O)C)(=O)C.[Na+], predict the reaction product. The product is: [CH2:14]([NH:1][C:2]1[C:3]([C:11]([OH:13])=[O:12])=[CH:4][C:5]2[O:9][CH2:8][O:7][C:6]=2[CH:10]=1)[CH:15]([CH3:17])[CH3:16]. (9) Given the reactants CS(C)=O.[CH2:5]([C:9]1[N:13]([CH2:14][C:15]2[CH:20]=[CH:19][C:18]([C:21]3[CH:26]=[CH:25][CH:24]=[CH:23][C:22]=3[C:27]3[N:31]([C:32]([C:45]4[CH:50]=[CH:49][CH:48]=[CH:47][CH:46]=4)([C:39]4[CH:44]=[CH:43][CH:42]=[CH:41][CH:40]=4)[C:33]4[CH:38]=[CH:37][CH:36]=[CH:35][CH:34]=4)[N:30]=[N:29][N:28]=3)=[CH:17][CH:16]=2)[C:12]([CH2:51]OS(C)(=O)=O)=[C:11]([Cl:57])[N:10]=1)[CH2:6][CH2:7][CH3:8].[N-:58]=[N+:59]=[N-:60].[Na+].[Na+].[Cl-], predict the reaction product. The product is: [N:58]([CH2:51][C:12]1[N:13]([CH2:14][C:15]2[CH:20]=[CH:19][C:18]([C:21]3[CH:26]=[CH:25][CH:24]=[CH:23][C:22]=3[C:27]3[N:31]([C:32]([C:45]4[CH:50]=[CH:49][CH:48]=[CH:47][CH:46]=4)([C:39]4[CH:44]=[CH:43][CH:42]=[CH:41][CH:40]=4)[C:33]4[CH:38]=[CH:37][CH:36]=[CH:35][CH:34]=4)[N:30]=[N:29][N:28]=3)=[CH:17][CH:16]=2)[C:9]([CH2:5][CH2:6][CH2:7][CH3:8])=[N:10][C:11]=1[Cl:57])=[N+:59]=[N-:60].